From a dataset of Merck oncology drug combination screen with 23,052 pairs across 39 cell lines. Regression. Given two drug SMILES strings and cell line genomic features, predict the synergy score measuring deviation from expected non-interaction effect. (1) Drug 1: C=CCn1c(=O)c2cnc(Nc3ccc(N4CCN(C)CC4)cc3)nc2n1-c1cccc(C(C)(C)O)n1. Drug 2: CC(C)CC(NC(=O)C(Cc1ccccc1)NC(=O)c1cnccn1)B(O)O. Cell line: MDAMB436. Synergy scores: synergy=-5.02. (2) Drug 1: CCC1=CC2CN(C1)Cc1c([nH]c3ccccc13)C(C(=O)OC)(c1cc3c(cc1OC)N(C)C1C(O)(C(=O)OC)C(OC(C)=O)C4(CC)C=CCN5CCC31C54)C2. Drug 2: CCN(CC)CCNC(=O)c1c(C)[nH]c(C=C2C(=O)Nc3ccc(F)cc32)c1C. Cell line: SKMEL30. Synergy scores: synergy=4.70.